Dataset: Full USPTO retrosynthesis dataset with 1.9M reactions from patents (1976-2016). Task: Predict the reactants needed to synthesize the given product. (1) Given the product [CH3:1][O:2][C:3]1[CH:4]=[C:5]([C:11]2[C:15]([C:17]3[CH:22]=[CH:21][CH:20]=[CH:19][C:18]=3[F:23])=[N:36][NH:35][C:13](=[O:14])[C:12]=2[C:25]2[C:30]([F:31])=[CH:29][C:28]([F:32])=[CH:27][C:26]=2[F:33])[CH:6]=[C:7]([O:9][CH3:10])[CH:8]=1, predict the reactants needed to synthesize it. The reactants are: [CH3:1][O:2][C:3]1[CH:4]=[C:5]([C:11]2[C:15]([C:17]3[CH:22]=[CH:21][CH:20]=[CH:19][C:18]=3[F:23])(O)[O:14][C:13](=O)[C:12]=2[C:25]2[C:30]([F:31])=[CH:29][C:28]([F:32])=[CH:27][C:26]=2[F:33])[CH:6]=[C:7]([O:9][CH3:10])[CH:8]=1.O.[NH2:35][NH2:36]. (2) Given the product [N:19]1[CH:20]=[CH:21][CH:22]=[CH:23][C:18]=1[CH2:16][N:10]1[CH:11]2[CH2:12][CH2:13][N:7]([CH2:15][CH2:14]2)[CH2:8][CH2:9]1, predict the reactants needed to synthesize it. The reactants are: [H-].[Al+3].[Li+].[H-].[H-].[H-].[N:7]12[CH2:15][CH2:14][CH:11]([CH2:12][CH2:13]1)[N:10]([C:16]([C:18]1[CH:23]=[CH:22][CH:21]=[CH:20][N:19]=1)=O)[CH2:9][CH2:8]2.C(Cl)(Cl)Cl.CO.C(Cl)(Cl)Cl. (3) Given the product [C:13]([NH:7][S:4]([CH:1]1[CH2:3][CH2:2]1)(=[O:6])=[O:5])([O:12][C:9]([CH3:11])([CH3:10])[CH3:8])=[O:14], predict the reactants needed to synthesize it. The reactants are: [CH:1]1([S:4]([NH2:7])(=[O:6])=[O:5])[CH2:3][CH2:2]1.[CH3:8][C:9]([O:12][C:13](O[C:13]([O:12][C:9]([CH3:11])([CH3:10])[CH3:8])=[O:14])=[O:14])([CH3:11])[CH3:10]. (4) Given the product [NH2:1][C:2]1[C:6]2[C:7](=[O:19])[N:8]([C:12]3[CH:17]=[CH:16][CH:15]=[CH:14][C:13]=3[Cl:18])[CH:9]=[C:10]([B:23]3[O:24][C:25]([CH3:27])([CH3:26])[C:21]([CH3:37])([CH3:20])[O:22]3)[C:5]=2[NH:4][N:3]=1, predict the reactants needed to synthesize it. The reactants are: [NH2:1][C:2]1[C:6]2[C:7](=[O:19])[N:8]([C:12]3[CH:17]=[CH:16][CH:15]=[CH:14][C:13]=3[Cl:18])[CH:9]=[C:10](Br)[C:5]=2[NH:4][N:3]=1.[CH3:20][C:21]1([CH3:37])[C:25]([CH3:27])([CH3:26])[O:24][B:23]([B:23]2[O:24][C:25]([CH3:27])([CH3:26])[C:21]([CH3:37])([CH3:20])[O:22]2)[O:22]1.C([O-])(=O)C.[K+].CN(C)C=O. (5) Given the product [CH2:1]([O:3][C:4](=[O:15])[CH2:5][O:6][C:7]1[CH:12]=[CH:11][C:10]([C:24](=[O:25])[CH3:23])=[CH:9][C:8]=1[CH3:14])[CH3:2], predict the reactants needed to synthesize it. The reactants are: [CH2:1]([O:3][C:4](=[O:15])[CH2:5][O:6][C:7]1[CH:12]=[CH:11][C:10](S)=[CH:9][C:8]=1[CH3:14])[CH3:2].C([O-])([O-])=O.[K+].[K+].Br[C:23](C)(C)[C:24](OCC)=[O:25]. (6) Given the product [OH:1][CH2:2][CH2:3][CH2:4][CH2:5][CH2:6][NH:7][S:8]([C:11]1[CH:16]=[CH:15][C:14]([C:21]2[CH:22]=[CH:23][CH:24]=[CH:25][C:20]=2[C:19]([F:30])([F:29])[F:18])=[CH:13][CH:12]=1)(=[O:10])=[O:9], predict the reactants needed to synthesize it. The reactants are: [OH:1][CH2:2][CH2:3][CH2:4][CH2:5][CH2:6][NH:7][S:8]([C:11]1[CH:16]=[CH:15][C:14](Br)=[CH:13][CH:12]=1)(=[O:10])=[O:9].[F:18][C:19]([F:30])([F:29])[C:20]1[CH:25]=[CH:24][CH:23]=[CH:22][C:21]=1B(O)O.